Dataset: Forward reaction prediction with 1.9M reactions from USPTO patents (1976-2016). Task: Predict the product of the given reaction. Given the reactants [CH2:1]([N:3]1[C:7](B2OC(C)(C)C(C)(C)O2)=[CH:6][CH:5]=[N:4]1)[CH3:2].C(=O)([O-])[O-].[K+].[K+].Br[C:24]1[CH:25]=[C:26]([C:30]([O:32][CH3:33])=[O:31])[O:27][C:28]=1[Cl:29], predict the reaction product. The product is: [Cl:29][C:28]1[O:27][C:26]([C:30]([O:32][CH3:33])=[O:31])=[CH:25][C:24]=1[C:7]1[N:3]([CH2:1][CH3:2])[N:4]=[CH:5][CH:6]=1.